Dataset: Forward reaction prediction with 1.9M reactions from USPTO patents (1976-2016). Task: Predict the product of the given reaction. (1) Given the reactants Cl.Cl.[NH2:3][CH:4]1[CH2:7][N:6]([C:8]2[C:18]([C:19]#[N:20])=[CH:17][C:11]([C:12]([O:14][CH2:15][CH3:16])=[O:13])=[C:10]([CH3:21])[N:9]=2)[CH2:5]1.CCN(C(C)C)C(C)C.Cl[C:32]1[CH:37]=[CH:36][C:35]([S:38]([N:41]=[C:42]=[O:43])(=[O:40])=[O:39])=[CH:34][CH:33]=1, predict the reaction product. The product is: [C:19]([C:18]1[C:8]([N:6]2[CH2:5][CH:4]([NH:3][C:42]([NH:41][S:38]([C:35]3[CH:34]=[CH:33][CH:32]=[CH:37][CH:36]=3)(=[O:40])=[O:39])=[O:43])[CH2:7]2)=[N:9][C:10]([CH3:21])=[C:11]([CH:17]=1)[C:12]([O:14][CH2:15][CH3:16])=[O:13])#[N:20]. (2) Given the reactants [CH3:1][C:2]1([CH3:31])[CH2:7][CH2:6][C:5]([C:8]2[CH:13]=[C:12]([C:14]([NH:17][CH2:18][CH2:19][OH:20])([CH3:16])[CH3:15])[CH:11]=[CH:10][C:9]=2[NH:21][C:22]([C:24]2[NH:25][CH:26]=[C:27]([C:29]#[N:30])[N:28]=2)=[O:23])=[CH:4][CH2:3]1.[ClH:32], predict the reaction product. The product is: [ClH:32].[CH3:1][C:2]1([CH3:31])[CH2:7][CH2:6][C:5]([C:8]2[CH:13]=[C:12]([C:14]([NH:17][CH2:18][CH2:19][OH:20])([CH3:15])[CH3:16])[CH:11]=[CH:10][C:9]=2[NH:21][C:22]([C:24]2[NH:25][CH:26]=[C:27]([C:29]#[N:30])[N:28]=2)=[O:23])=[CH:4][CH2:3]1. (3) Given the reactants [F:1][C:2]1[CH:3]=[C:4]([C:12]2[C:20]3[CH2:19][CH2:18][CH2:17][C:16]=3[CH:15]=[N:14][CH:13]=2)[CH:5]=[CH:6][C:7]=1[C:8]([F:11])([F:10])[F:9].C(=O)(O)[O-:22].[Na+].C(OO)(C)(C)C, predict the reaction product. The product is: [F:1][C:2]1[CH:3]=[C:4]([C:12]2[C:20]3[CH2:19][CH2:18][C:17](=[O:22])[C:16]=3[CH:15]=[N:14][CH:13]=2)[CH:5]=[CH:6][C:7]=1[C:8]([F:11])([F:9])[F:10]. (4) Given the reactants [CH3:1][C:2]1([CH3:16])[C:6]([CH3:8])([CH3:7])[O:5][B:4]([C:9]2[CH:14]=[CH:13][C:12]([OH:15])=[CH:11][CH:10]=2)[O:3]1.[CH3:17][C:18]1([CH2:22]O)[CH2:21][O:20][CH2:19]1.C1(P(C2C=CC=CC=2)C2C=CC=CC=2)C=CC=CC=1.N(C(OC(C)C)=O)=NC(OC(C)C)=O, predict the reaction product. The product is: [CH3:8][C:6]1([CH3:7])[C:2]([CH3:16])([CH3:1])[O:3][B:4]([C:9]2[CH:14]=[CH:13][C:12]([O:15][CH2:17][C:18]3([CH3:22])[CH2:21][O:20][CH2:19]3)=[CH:11][CH:10]=2)[O:5]1. (5) The product is: [N:12]1([C:2]2[CH:7]=[C:6]([N:12]3[CH2:17][CH2:16][CH2:15][CH2:14][CH2:13]3)[CH:5]=[CH:4][C:3]=2[N+:9]([O-:11])=[O:10])[CH2:17][CH2:16][CH2:15][CH2:14][CH2:13]1. Given the reactants F[C:2]1[CH:7]=[C:6](F)[CH:5]=[CH:4][C:3]=1[N+:9]([O-:11])=[O:10].[NH:12]1[CH2:17][CH2:16][CH2:15][CH2:14][CH2:13]1, predict the reaction product. (6) The product is: [OH:10][C:9]1[N:4]([CH2:3][CH:2]([CH3:17])[CH3:1])[C:5](=[O:16])[N:6]([CH2:12][CH:13]([CH3:15])[CH3:14])[C:7](=[O:11])[C:8]=1[C:28]([NH:27][CH2:30][C:31]([OH:33])=[O:32])=[O:29]. Given the reactants [CH3:1][CH:2]([CH3:17])[CH2:3][N:4]1[C:9](=[O:10])[CH2:8][C:7](=[O:11])[N:6]([CH2:12][CH:13]([CH3:15])[CH3:14])[C:5]1=[O:16].C(N(C(C)C)CC)(C)C.[N:27]([CH2:30][C:31]([O:33]CC)=[O:32])=[C:28]=[O:29], predict the reaction product. (7) Given the reactants C(OC([N:8]1[CH2:13][CH2:12][N:11]([C:14]([C@H:16]2[CH2:21][CH2:20][CH2:19][N:18]([C:22]3[CH:27]=[CH:26][CH:25]=[C:24]([C:28]4[N:32]([CH3:33])[C:31]5[CH:34]=[CH:35][CH:36]=[CH:37][C:30]=5[N:29]=4)[CH:23]=3)[CH2:17]2)=[O:15])[CH2:10][CH2:9]1)=O)(C)(C)C.[Cl:38]CCl, predict the reaction product. The product is: [ClH:38].[CH3:33][N:32]1[C:31]2[CH:34]=[CH:35][CH:36]=[CH:37][C:30]=2[N:29]=[C:28]1[C:24]1[CH:23]=[C:22]([N:18]2[CH2:19][CH2:20][CH2:21][C@H:16]([C:14]([N:11]3[CH2:12][CH2:13][NH:8][CH2:9][CH2:10]3)=[O:15])[CH2:17]2)[CH:27]=[CH:26][CH:25]=1. (8) Given the reactants [F:1][C:2]1[C:3]([NH:12][C:13]2[CH:18]=[CH:17][C:16]([I:19])=[CH:15][C:14]=2[F:20])=[C:4]([CH:8]=[CH:9][C:10]=1[F:11])[C:5]([NH2:7])=[O:6].CC1C=CC(S(O)(=O)=[O:29])=CC=1.[OH2:32].CCCC[CH2:37][CH3:38].C(Cl)Cl.[CH3:42][OH:43], predict the reaction product. The product is: [OH:32][C@H:38]([CH2:37][OH:29])[CH2:42][O:43][NH:7][C:5](=[O:6])[C:4]1[CH:8]=[CH:9][C:10]([F:11])=[C:2]([F:1])[C:3]=1[NH:12][C:13]1[CH:18]=[CH:17][C:16]([I:19])=[CH:15][C:14]=1[F:20]. (9) Given the reactants [Br:1][C:2]1[CH:10]=[C:9]([C:11]([F:14])([F:13])[F:12])[CH:8]=[CH:7][C:3]=1[C:4](O)=O.Br[C:16]1[CH:21]=[C:20]([C:22](F)(F)F)[CH:19]=[CH:18][C:17]=1C.[Mn]([O-])(=O)(=O)=O.[CH2:32]([N+:34](CC)(CC)CC)[CH3:33].Cl.[OH:42]S([O-])=O.[Na+].[N:47]1[CH:52]=CC=CC=1, predict the reaction product. The product is: [Br:1][C:2]1[CH:10]=[C:9]([C:11]([F:14])([F:13])[F:12])[CH:8]=[CH:7][C:3]=1/[CH:4]=[CH:33]/[C:32]([NH:34][C:16]1[CH:21]=[C:20]2[C:19](=[CH:18][CH:17]=1)[NH:47][CH:52]=[CH:22]2)=[O:42].